This data is from Full USPTO retrosynthesis dataset with 1.9M reactions from patents (1976-2016). The task is: Predict the reactants needed to synthesize the given product. (1) Given the product [Cl:1][C:2]1[C:7]([CH:8]([CH3:9])[CH3:10])=[C:6]([C:5]([OH:11])=[C:4]([CH3:12])[CH:3]=1)[CH:23]=[O:24], predict the reactants needed to synthesize it. The reactants are: [Cl:1][C:2]1[C:7]([CH:8]([CH3:10])[CH3:9])=[CH:6][C:5]([OH:11])=[C:4]([CH3:12])[CH:3]=1.[Cl-].[Mg+2].[Cl-].C(N(CC)CC)C.[CH2:23]=[O:24]. (2) Given the product [Cl:24][C:21]1[CH:22]=[CH:23][C:17]2[O:16][C:15]([N:11]3[CH2:12][CH2:13][CH2:14][NH:8][CH2:9][CH2:10]3)=[N:19][C:18]=2[CH:20]=1, predict the reactants needed to synthesize it. The reactants are: C(OC([N:8]1[CH2:14][CH2:13][CH2:12][N:11]([C:15]2[O:16][C:17]3[CH:23]=[CH:22][C:21]([Cl:24])=[CH:20][C:18]=3[N:19]=2)[CH2:10][CH2:9]1)=O)(C)(C)C.Cl. (3) Given the product [F:1][C:2]1[CH:7]=[CH:6][CH:5]=[CH:4][C:3]=1[N:8]1[C:12]([C:13]2[CH:18]=[CH:17][CH:16]=[CH:15][C:14]=2[OH:19])=[CH:11][CH:10]=[N:9]1, predict the reactants needed to synthesize it. The reactants are: [F:1][C:2]1[CH:7]=[CH:6][CH:5]=[CH:4][C:3]=1[N:8]1[C:12]([C:13]2[CH:18]=[CH:17][CH:16]=[CH:15][C:14]=2[O:19]C)=[CH:11][CH:10]=[N:9]1.[Cl-].[NH+]1C=CC=CC=1. (4) Given the product [F:1][C:2]1[CH:3]=[C:4]([O:9][C:10](=[O:20])[N:11]([C@H:13]2[CH2:18][CH2:17][C@H:16]([O:19][CH2:27][CH2:26][CH2:25][CH2:24][Br:23])[CH2:15][CH2:14]2)[CH3:12])[CH:5]=[CH:6][C:7]=1[F:8], predict the reactants needed to synthesize it. The reactants are: [F:1][C:2]1[CH:3]=[C:4]([O:9][C:10](=[O:20])[N:11]([C@H:13]2[CH2:18][CH2:17][C@H:16]([OH:19])[CH2:15][CH2:14]2)[CH3:12])[CH:5]=[CH:6][C:7]=1[F:8].[OH-].[Na+].[Br:23][CH2:24][CH2:25][CH2:26][CH2:27]Br. (5) Given the product [CH2:1]([N:3]1[C:7]([C:8]([N:10]2[CH2:15][CH2:14][CH:13]([N:16]3[CH2:20][CH2:19][CH2:18][CH2:17]3)[CH2:12][CH2:11]2)=[O:9])=[C:6]([C:35]2[CH:36]=[CH:37][N:32]=[CH:33][CH:34]=2)[N:5]=[C:4]1[C:22]1[CH:27]=[CH:26][CH:25]=[C:24]([C:28]([F:31])([F:30])[F:29])[CH:23]=1)[CH3:2], predict the reactants needed to synthesize it. The reactants are: [CH2:1]([N:3]1[C:7]([C:8]([N:10]2[CH2:15][CH2:14][CH:13]([N:16]3[CH2:20][CH2:19][CH2:18][CH2:17]3)[CH2:12][CH2:11]2)=[O:9])=[C:6](I)[N:5]=[C:4]1[C:22]1[CH:27]=[CH:26][CH:25]=[C:24]([C:28]([F:31])([F:30])[F:29])[CH:23]=1)[CH3:2].[N:32]1[CH:37]=[CH:36][C:35](B(O)O)=[CH:34][CH:33]=1. (6) Given the product [N:1]1[CH:6]=[CH:5][CH:4]=[C:3]([C:7]2[CH:8]=[C:9]([C:10]([F:13])([F:12])[F:11])[N:27]3[N:28]=[CH:29][C:30]([C:31]#[N:32])=[C:26]3[N:25]=2)[CH:2]=1, predict the reactants needed to synthesize it. The reactants are: [N:1]1[CH:6]=[CH:5][CH:4]=[C:3]([C:7](=O)[CH2:8][C:9](=O)[C:10]([F:13])([F:12])[F:11])[CH:2]=1.C(C1C=NC=CC=1)(=O)C.[NH2:25][C:26]1[C:30]([C:31]#[N:32])=[CH:29][NH:28][N:27]=1. (7) The reactants are: C([O:8][C:9]1[C:10]([CH3:30])=[CH:11][C:12]([NH2:29])=[N:13][C:14]=1[CH2:15][CH2:16][CH2:17][CH2:18][CH2:19][CH2:20][CH2:21][CH2:22][CH2:23][CH2:24][O:25]COC)C1C=CC=CC=1. Given the product [NH2:29][C:12]1[N:13]=[C:14]([CH2:15][CH2:16][CH2:17][CH2:18][CH2:19][CH2:20][CH2:21][CH2:22][CH2:23][CH2:24][OH:25])[C:9]([OH:8])=[C:10]([CH3:30])[CH:11]=1, predict the reactants needed to synthesize it. (8) Given the product [Cl:1][C:2]1[C:3]([O:12][C:13]2[CH:18]=[C:17]([O:19][CH2:20][CH2:21][O:22][CH3:23])[CH:16]=[CH:15][C:14]=2[C:36](=[CH2:35])[C:37]([NH:38][S:49]([C:45]2[CH:46]=[CH:47][CH:48]=[C:43]([C:41]#[N:42])[CH:44]=2)(=[O:51])=[O:50])=[O:56])=[N:4][CH:5]=[C:6]([C:8]([F:11])([F:10])[F:9])[CH:7]=1, predict the reactants needed to synthesize it. The reactants are: [Cl:1][C:2]1[C:3]([O:12][C:13]2[CH:18]=[C:17]([O:19][CH2:20][CH2:21][O:22][CH3:23])[CH:16]=[CH:15][C:14]=2/C=C/C(O)=O)=[N:4][CH:5]=[C:6]([C:8]([F:11])([F:10])[F:9])[CH:7]=1.Cl.C(N=C=N[CH2:35][CH2:36][CH2:37][N:38](C)C)C.[C:41]([C:43]1[CH:44]=[C:45]([S:49](N)(=[O:51])=[O:50])[CH:46]=[CH:47][CH:48]=1)#[N:42].Cl.C(OCC)(=[O:56])C.